This data is from Reaction yield outcomes from USPTO patents with 853,638 reactions. The task is: Predict the reaction yield, written as a fraction of the theoretical maximum amount of product (1.0 means a 100% yield; for example, 0.34 means a 34% yield). (1) The reactants are B(Br)(Br)Br.[F:5][C:6]1[CH:27]=[C:26]([Cl:28])[CH:25]=[CH:24][C:7]=1[CH2:8][N:9]1[CH:14]=[C:13]([C:15]2[CH:20]=[CH:19][C:18]([O:21]C)=[CH:17][CH:16]=2)[CH:12]=[CH:11][C:10]1=[O:23].CO. The catalyst is C(Cl)Cl. The product is [Cl:28][C:26]1[CH:25]=[CH:24][C:7]([CH2:8][N:9]2[CH:14]=[C:13]([C:15]3[CH:20]=[CH:19][C:18]([OH:21])=[CH:17][CH:16]=3)[CH:12]=[CH:11][C:10]2=[O:23])=[C:6]([F:5])[CH:27]=1. The yield is 0.830. (2) The reactants are [NH2:1][C:2]1[CH:3]=[CH:4][C:5]([F:18])=[C:6]([C@:8]2([CH2:16][F:17])[C@H:14]3[C@H:12]([CH2:13]3)[S:11][C:10]([NH2:15])=[N:9]2)[CH:7]=1.[C:19]([C:21]1[CH:22]=[C:23]([CH3:30])[C:24]([C:27](O)=[O:28])=[N:25][CH:26]=1)#[N:20].CCCP(=O)=O. The catalyst is CN(C=O)C. The product is [NH2:15][C:10]1[S:11][C@@H:12]2[C@H:14]([C@:8]([C:6]3[CH:7]=[C:2]([NH:1][C:27](=[O:28])[C:24]4[C:23]([CH3:30])=[CH:22][C:21]([C:19]#[N:20])=[CH:26][N:25]=4)[CH:3]=[CH:4][C:5]=3[F:18])([CH2:16][F:17])[N:9]=1)[CH2:13]2. The yield is 0.650. (3) The reactants are Cl[C:2]1[C:7]([F:8])=[C:6]([F:9])[N:5]=[CH:4][C:3]=1[C:10]([OH:12])=[O:11].[CH3:13][N:14]1[C:22]2[C:17](=[CH:18][CH:19]=[C:20]([NH2:23])[CH:21]=2)[CH:16]=[N:15]1.C[Si]([N-][Si](C)(C)C)(C)C.[Li+].C1COCC1. The catalyst is C1COCC1. The product is [F:8][C:7]1[C:6]([F:9])=[N:5][CH:4]=[C:3]([C:2]=1[NH:23][C:20]1[CH:21]=[C:22]2[C:17]([CH:16]=[N:15][N:14]2[CH3:13])=[CH:18][CH:19]=1)[C:10]([OH:12])=[O:11]. The yield is 0.630. (4) The reactants are [CH:1]1([C@@H:7]([NH:9][C:10]([C:12]2[C:21]3[C:16](=[CH:17][CH:18]=[CH:19][CH:20]=3)[N:15]=[C:14]([C:22]3[CH:27]=[CH:26][CH:25]=[CH:24][CH:23]=3)[C:13]=2[CH2:28][N:29]2[CH2:34][CH2:33][NH:32][CH2:31][CH2:30]2)=[O:11])[CH3:8])[CH2:6][CH2:5][CH2:4][CH2:3][CH2:2]1.[N:35]1[CH:40]=[CH:39][N:38]=[C:37]2[C:41]([O:43][C:44](=[O:45])[C:36]=12)=[O:42]. The catalyst is C1COCC1. The product is [CH:1]1([C@@H:7]([NH:9][C:10]([C:12]2[C:21]3[C:16](=[CH:17][CH:18]=[CH:19][CH:20]=3)[N:15]=[C:14]([C:22]3[CH:23]=[CH:24][CH:25]=[CH:26][CH:27]=3)[C:13]=2[CH2:28][N:29]2[CH2:34][CH2:33][N:32]([C:41]([C:37]3[C:36]([C:44]([OH:45])=[O:43])=[N:35][CH:40]=[CH:39][N:38]=3)=[O:42])[CH2:31][CH2:30]2)=[O:11])[CH3:8])[CH2:6][CH2:5][CH2:4][CH2:3][CH2:2]1. The yield is 0.950. (5) The reactants are C([N:3]([CH2:6][CH3:7])CC)C.[I:8][C:9]1[CH:14]=[CH:13][C:12]([S:15](Cl)(=[O:17])=[O:16])=[CH:11][CH:10]=1.C(O)(=O)CC(CC(O)=O)(C(O)=O)O.C[CH2:33][O:34][C:35](C)=[O:36]. The catalyst is [Pd]. The product is [CH3:33][O:34][CH2:35][O:36][CH2:7][CH2:6][NH:3][S:15]([C:12]1[CH:13]=[CH:14][C:9]([I:8])=[CH:10][CH:11]=1)(=[O:17])=[O:16]. The yield is 0.980. (6) The reactants are [NH2:1][C:2]1[N:7]=[C:6]([C@:8]2([CH3:27])[C@@H:13]([F:14])[C@H:12]([C:15]([F:18])([F:17])[F:16])[O:11][C:10]([NH:19][C:20](=[O:26])[O:21][C:22]([CH3:25])([CH3:24])[CH3:23])=[N:9]2)[C:5]([F:28])=[CH:4][CH:3]=1.[C:29]([C:31]1[CH:32]=[CH:33][C:34]([C:37](O)=[O:38])=[N:35][CH:36]=1)#[N:30].CCOC(C)=O. The catalyst is CCCCCCC. The product is [C:29]([C:31]1[CH:32]=[CH:33][C:34]([C:37]([NH:1][C:2]2[N:7]=[C:6]([C@:8]3([CH3:27])[C@@H:13]([F:14])[C@H:12]([C:15]([F:18])([F:16])[F:17])[O:11][C:10]([NH:19][C:20](=[O:26])[O:21][C:22]([CH3:24])([CH3:23])[CH3:25])=[N:9]3)[C:5]([F:28])=[CH:4][CH:3]=2)=[O:38])=[N:35][CH:36]=1)#[N:30]. The yield is 0.773. (7) The reactants are [N:1]1[N:2]=[C:3]([C:10]2[CH:19]=[CH:18][C:17]3[C:12](=[C:13]([O:20][CH:21]([CH2:34][CH3:35])[C@@H:22]([CH2:32][CH3:33])[CH2:23][NH:24]C(=O)OC(C)(C)C)[CH:14]=[CH:15][CH:16]=3)[N:11]=2)[N:4]2[CH:9]=[CH:8][CH:7]=[CH:6][C:5]=12.C(O)(C(F)(F)F)=O. The catalyst is C(Cl)Cl. The product is [N:1]1[N:2]=[C:3]([C:10]2[CH:19]=[CH:18][C:17]3[C:12](=[C:13]([O:20][CH:21]([CH2:34][CH3:35])[C@@H:22]([CH2:32][CH3:33])[CH2:23][NH2:24])[CH:14]=[CH:15][CH:16]=3)[N:11]=2)[N:4]2[CH:9]=[CH:8][CH:7]=[CH:6][C:5]=12. The yield is 0.290.